Dataset: HIV replication inhibition screening data with 41,000+ compounds from the AIDS Antiviral Screen. Task: Binary Classification. Given a drug SMILES string, predict its activity (active/inactive) in a high-throughput screening assay against a specified biological target. (1) The drug is COc1cc(C2C3=C(COC3=O)Oc3cc4c(cc32)OCO4)cc(OC)c1O. The result is 0 (inactive). (2) The drug is CCOC(=O)C=CC(O[Si](c1ccccc1)(c1ccccc1)c1ccccc1)C(C)(C)C. The result is 0 (inactive). (3) The molecule is CC1CC2(S(=O)(=O)c3ccccc3)ON1CC2S(=O)(=O)c1ccccc1. The result is 0 (inactive). (4) The compound is CC(C)NC(=N)NC#N. The result is 0 (inactive).